This data is from Forward reaction prediction with 1.9M reactions from USPTO patents (1976-2016). The task is: Predict the product of the given reaction. The product is: [C:1]([N:9]1[CH2:13][CH2:12][S:11][CH:10]1[CH2:14][C:15]([O:17][C@H:26]([C:28]1[CH:33]=[CH:32][C:31]([O:34][CH:35]([F:36])[F:37])=[C:30]([O:38][CH2:39][CH:40]2[CH2:41][CH2:42]2)[CH:29]=1)[CH2:25][C:24]1[C:23]([Cl:43])=[CH:22][N+:21]([O-:44])=[CH:20][C:19]=1[Cl:18])=[O:16])(=[O:8])[C:2]1[CH:7]=[CH:6][CH:5]=[CH:4][CH:3]=1. Given the reactants [C:1]([N:9]1[CH2:13][CH2:12][S:11][CH:10]1[CH2:14][C:15]([OH:17])=[O:16])(=[O:8])[C:2]1[CH:7]=[CH:6][CH:5]=[CH:4][CH:3]=1.[Cl:18][C:19]1[CH:20]=[N+:21]([O-:44])[CH:22]=[C:23]([Cl:43])[C:24]=1[CH2:25][C@@H:26]([C:28]1[CH:33]=[CH:32][C:31]([O:34][CH:35]([F:37])[F:36])=[C:30]([O:38][CH2:39][CH:40]2[CH2:42][CH2:41]2)[CH:29]=1)O.C(Cl)CCl, predict the reaction product.